This data is from Peptide-MHC class II binding affinity with 134,281 pairs from IEDB. The task is: Regression. Given a peptide amino acid sequence and an MHC pseudo amino acid sequence, predict their binding affinity value. This is MHC class II binding data. The peptide sequence is YDKFLANVSTVTTGK. The MHC is DRB1_1101 with pseudo-sequence DRB1_1101. The binding affinity (normalized) is 0.483.